Task: Predict the reaction yield, written as a fraction of the theoretical maximum amount of product (1.0 means a 100% yield; for example, 0.34 means a 34% yield).. Dataset: Reaction yield outcomes from USPTO patents with 853,638 reactions The reactants are [CH3:1][C:2]([CH3:5])([O-])[CH3:3].[K+].O=C1C[N:10]([C:12]([O:14][CH2:15][C:16]2[CH:21]=[CH:20][CH:19]=[CH:18][CH:17]=2)=[O:13])C1. The catalyst is [Br-].C[P+](C1C=CC=CC=1)(C1C=CC=CC=1)C1C=CC=CC=1.C(OCC)C. The product is [CH2:1]=[C:2]1[CH2:5][N:10]([C:12]([O:14][CH2:15][C:16]2[CH:21]=[CH:20][CH:19]=[CH:18][CH:17]=2)=[O:13])[CH2:3]1. The yield is 0.750.